From a dataset of Forward reaction prediction with 1.9M reactions from USPTO patents (1976-2016). Predict the product of the given reaction. (1) Given the reactants C(N1CCN(C2SC(C(O)=O)=C(C)N=2)C1=O)C1C=CC=CC=1.[CH3:23][C:24]1[N:25]=[C:26]([N:32]2[CH2:36][CH2:35][N:34]([CH2:37][C:38]3[CH:43]=[CH:42][C:41]([O:44][C:45]([F:48])([F:47])[F:46])=[CH:40][CH:39]=3)[C:33]2=[O:49])[S:27][C:28]=1[C:29](O)=[O:30].[NH2:50][C:51]1[CH:56]=[CH:55][CH:54]=[CH:53][CH:52]=1, predict the reaction product. The product is: [CH3:23][C:24]1[N:25]=[C:26]([N:32]2[CH2:36][CH2:35][N:34]([CH2:37][C:38]3[CH:39]=[CH:40][C:41]([O:44][C:45]([F:47])([F:46])[F:48])=[CH:42][CH:43]=3)[C:33]2=[O:49])[S:27][C:28]=1[C:29]([NH:50][C:51]1[CH:56]=[CH:55][CH:54]=[CH:53][CH:52]=1)=[O:30]. (2) Given the reactants [F:1][C:2]1[CH:35]=[CH:34][C:5]([C:6](/[N:8]=[C:9]2\[NH:10][C:11]3[N:16]=[CH:15][C:14]([O:17][CH2:18][CH2:19][OH:20])=[CH:13][C:12]=3[N:21]\2[C@H:22]2[CH2:27][CH2:26][C@@H:25]([C:28](=[O:33])[NH:29][CH:30]([CH3:32])[CH3:31])[CH2:24][CH2:23]2)=[O:7])=[CH:4][CH:3]=1.CC(OI1(OC(C)=O)(OC(C)=O)OC(=O)C2C=CC=CC1=2)=O, predict the reaction product. The product is: [F:1][C:2]1[CH:3]=[CH:4][C:5]([C:6](/[N:8]=[C:9]2\[NH:10][C:11]3[N:16]=[CH:15][C:14]([O:17][CH2:18][CH:19]=[O:20])=[CH:13][C:12]=3[N:21]\2[C@H:22]2[CH2:23][CH2:24][C@@H:25]([C:28](=[O:33])[NH:29][CH:30]([CH3:31])[CH3:32])[CH2:26][CH2:27]2)=[O:7])=[CH:34][CH:35]=1. (3) Given the reactants [CH3:1][O:2][C:3](=[O:16])[C:4](=O)[CH:5](Cl)[C:6]1[CH:11]=[CH:10][C:9]([Cl:12])=[C:8]([Cl:13])[CH:7]=1.[C:17]([NH2:20])(=[S:19])[CH3:18], predict the reaction product. The product is: [CH3:1][O:2][C:3]([C:4]1[N:20]=[C:17]([CH3:18])[S:19][C:5]=1[C:6]1[CH:11]=[CH:10][C:9]([Cl:12])=[C:8]([Cl:13])[CH:7]=1)=[O:16]. (4) Given the reactants ClC1C=C(NC(C)C(O)=O)C=CC=1F.COC(OC)CNCCCN1CCC2(CC2)[C@H](O)C1.[Cl:34][C:35]1[CH:36]=[C:37]([NH:42][CH:43]([CH3:65])[C:44]([N:46]([CH2:59][CH:60](OC)OC)[CH2:47][CH2:48][CH2:49][N:50]2[CH2:57][CH2:56][C:53]3([CH2:55][CH2:54]3)[C@H:52]([OH:58])[CH2:51]2)=[O:45])[CH:38]=[CH:39][C:40]=1[F:41], predict the reaction product. The product is: [Cl:34][C:35]1[CH:36]=[C:37]([N:42]2[CH2:60][CH2:59][N:46]([CH2:47][CH2:48][CH2:49][N:50]3[CH2:57][CH2:56][C:53]4([CH2:54][CH2:55]4)[C@H:52]([OH:58])[CH2:51]3)[C:44](=[O:45])[C@@H:43]2[CH3:65])[CH:38]=[CH:39][C:40]=1[F:41]. (5) Given the reactants [Cl:1][C:2]1[C:11]2[C:6](=[CH:7][C:8]([CH3:12])=[CH:9][CH:10]=2)[N:5]=[C:4]([C:13]2[C:18]([O:19]C)=[CH:17][CH:16]=[CH:15][C:14]=2[F:21])[N:3]=1.B(Br)(Br)Br, predict the reaction product. The product is: [Cl:1][C:2]1[C:11]2[C:6](=[CH:7][C:8]([CH3:12])=[CH:9][CH:10]=2)[N:5]=[C:4]([C:13]2[C:14]([F:21])=[CH:15][CH:16]=[CH:17][C:18]=2[OH:19])[N:3]=1. (6) Given the reactants CC(OC([N:8]1[CH2:13][CH:12]=[C:11]([C:14]2[CH:19]=[CH:18][C:17]([N:20]3[CH2:24][C@H:23]([CH2:25][NH:26][C:27](=[O:29])[CH3:28])[O:22][C:21]3=[O:30])=[CH:16][C:15]=2[F:31])[CH2:10][CH2:9]1)=O)(C)C.FC(F)(F)C(O)=O.C(=O)([O-])[O-].[K+].[K+], predict the reaction product. The product is: [O:30]=[C:21]1[N:20]([C:17]2[CH:18]=[CH:19][C:14]([C:11]3[CH2:12][CH2:13][NH:8][CH2:9][CH:10]=3)=[C:15]([F:31])[CH:16]=2)[CH2:24][C@H:23]([CH2:25][NH:26][C:27](=[O:29])[CH3:28])[O:22]1. (7) Given the reactants [Cl:1][CH2:2][CH2:3][C:4]1[CH:5]=[C:6]([C:14](=O)[C:15]([C:17]2[CH:22]=[CH:21][CH:20]=[CH:19]C=2)=O)[CH:7]=[CH:8][C:9]=1[O:10][CH:11]([F:13])[F:12].Cl.[CH3:25][NH:26][C:27]([NH2:29])=[NH:28].[C:30]([O-:33])([O-])=O.[Na+].[Na+], predict the reaction product. The product is: [NH2:29][C:27]1[N:26]([CH3:25])[C:30](=[O:33])[C:14]([C:6]2[CH:7]=[CH:8][C:9]([O:10][CH:11]([F:12])[F:13])=[C:4]([CH2:3][CH2:2][Cl:1])[CH:5]=2)([C:15]2[CH:17]=[CH:22][CH:21]=[CH:20][CH:19]=2)[N:28]=1. (8) The product is: [NH:4]1[C:8]2=[N:9][CH:10]=[CH:11][CH:12]=[C:7]2[C:6]([C:13]2[O:14][C:2]([NH2:1])=[N:16][N:15]=2)=[CH:5]1. Given the reactants [N:1]#[C:2]Br.[NH:4]1[C:8]2=[N:9][CH:10]=[CH:11][CH:12]=[C:7]2[C:6]([C:13]([NH:15][NH2:16])=[O:14])=[CH:5]1.C(=O)([O-])O.[Na+], predict the reaction product. (9) Given the reactants Br[C:2]1[CH:19]=[CH:18][C:17]2[C:16]3[C:7](=C4C(=CC=3)C=CC=C4)[CH:6]=[CH:5][C:4]=2[C:3]=1Br.[CH:21]([C:24]1[CH:30]=[CH:29][C:27]([NH2:28])=[CH:26][CH:25]=1)([CH3:23])[CH3:22].P([C:40]([CH3:43])([CH3:42])[CH3:41])(C(C)(C)C)C(C)(C)C.BrC1C=CC2C3C(=[C:51]4[C:56](=[CH:57][CH:58]=3)[CH:55]=[CH:54][CH:53]=[CH:52]4)C=CC=2C=1Br.[NH2:64][C:65]1[CH:70]=[CH:69]C=[CH:67][CH:66]=1.CC(C)([O-])C.[Na+], predict the reaction product. The product is: [CH:21]([C:24]1[CH:30]=[CH:29][C:27]([NH:28][C:57]2[CH:58]=[C:3]3[C:2](=[C:55]4[C:56]=2[CH:51]=[CH:52][CH:53]=[CH:54]4)[CH:19]=[C:18]([NH:64][C:65]2[CH:70]=[CH:69][C:43]([CH:40]([CH3:41])[CH3:42])=[CH:67][CH:66]=2)[C:17]2[CH:16]=[CH:7][CH:6]=[CH:5][C:4]3=2)=[CH:26][CH:25]=1)([CH3:23])[CH3:22]. (10) Given the reactants [Br:1][C:2]1[C:3]([O:14][CH3:15])=[C:4]([C:10]([CH3:13])=[CH:11][CH:12]=1)[C:5]([O:7][CH2:8]C)=[O:6].BrC1C(O)=C(C(C)=CC=1)C(OC)=O, predict the reaction product. The product is: [Br:1][C:2]1[C:3]([O:14][CH3:15])=[C:4]([C:10]([CH3:13])=[CH:11][CH:12]=1)[C:5]([O:7][CH3:8])=[O:6].